Task: Predict the reaction yield, written as a fraction of the theoretical maximum amount of product (1.0 means a 100% yield; for example, 0.34 means a 34% yield).. Dataset: Reaction yield outcomes from USPTO patents with 853,638 reactions (1) The reactants are [N+:1]([C:4]1[CH:5]=[C:6]2[C:10](=[CH:11][CH:12]=1)[C:9](=[O:13])[NH:8][C:7]2=[O:14])([O-:3])=[O:2].[SH:15][CH2:16][CH2:17]O.CCOC(/N=N/C(O[CH2:29][CH3:30])=O)=O. The catalyst is C1COCC1. The product is [N+:1]([C:4]1[CH:5]=[C:6]2[C:10](=[CH:11][CH:12]=1)[C:9](=[O:13])[N:8]([CH2:17][CH2:16][S:15][C:30]1[CH:29]=[CH:11][CH:12]=[CH:4][CH:5]=1)[C:7]2=[O:14])([O-:3])=[O:2]. The yield is 0.850. (2) The reactants are [Cl:1][C:2]1[CH:7]=[CH:6][C:5]([C:8]2[C:17]3[C:12](=[CH:13][C:14]([S:18]([O:21]C4C(F)=C(F)C(F)=C(F)C=4F)(=[O:20])=O)=[CH:15][CH:16]=3)[CH:11]=[CH:10][N:9]=2)=[C:4]([CH3:33])[CH:3]=1.[CH3:34][C:35]1[N:39]=[C:38]([NH2:40])[S:37][N:36]=1.C(=O)([O-])[O-].[Cs+].[Cs+].CN(C=O)C. The catalyst is CCOC(C)=O.Cl. The product is [Cl:1][C:2]1[CH:7]=[CH:6][C:5]([C:8]2[C:17]3[C:12](=[CH:13][C:14]([S:18]([NH:40][C:38]4[S:37][N:36]=[C:35]([CH3:34])[N:39]=4)(=[O:21])=[O:20])=[CH:15][CH:16]=3)[CH:11]=[CH:10][N:9]=2)=[C:4]([CH3:33])[CH:3]=1. The yield is 0.750. (3) The reactants are [CH2:1]([N:8]1[C:17]2[C:12](=[CH:13][C:14](Br)=[CH:15][CH:16]=2)[CH2:11][CH:10]([NH:19][S:20]([C:23]2[CH:28]=[CH:27][CH:26]=[CH:25][CH:24]=2)(=[O:22])=[O:21])[CH2:9]1)[C:2]1[CH:7]=[CH:6][CH:5]=[CH:4][CH:3]=1.[F:29][C:30]1[CH:35]=[CH:34][C:33](B(O)O)=[CH:32][CH:31]=1.CO.C1COCC1.C([O-])([O-])=O.[K+].[K+]. The catalyst is O. The product is [CH2:1]([N:8]1[C:17]2[C:12](=[CH:13][C:14]([C:33]3[CH:34]=[CH:35][C:30]([F:29])=[CH:31][CH:32]=3)=[CH:15][CH:16]=2)[CH2:11][CH:10]([NH:19][S:20]([C:23]2[CH:28]=[CH:27][CH:26]=[CH:25][CH:24]=2)(=[O:22])=[O:21])[CH2:9]1)[C:2]1[CH:7]=[CH:6][CH:5]=[CH:4][CH:3]=1. The yield is 0.790. (4) The reactants are [F:1][C:2]([F:22])([F:21])[C:3]1[CH:4]=[C:5]([CH:14]=[C:15]([C:17]([F:20])([F:19])[F:18])[CH:16]=1)[CH2:6][NH:7][C:8]1[N:9]=[N:10][N:11]([CH3:13])[N:12]=1.CC(C)([O-])C.[K+].Br[CH2:30][C:31]1[CH:36]=[C:35]([C:37]([F:40])([F:39])[F:38])[CH:34]=[CH:33][C:32]=1[C:41]1([O:47][CH3:48])[CH2:46][CH2:45][CH2:44][CH2:43][CH2:42]1. The catalyst is O1CCCC1. The product is [CH3:48][O:47][C:41]1([C:32]2[CH:33]=[CH:34][C:35]([C:37]([F:38])([F:40])[F:39])=[CH:36][C:31]=2[CH2:30][N:7]([CH2:6][C:5]2[CH:4]=[C:3]([C:2]([F:1])([F:21])[F:22])[CH:16]=[C:15]([C:17]([F:19])([F:20])[F:18])[CH:14]=2)[C:8]2[N:9]=[N:10][N:11]([CH3:13])[N:12]=2)[CH2:42][CH2:43][CH2:44][CH2:45][CH2:46]1. The yield is 0.590. (5) The reactants are [NH2:1][C:2]1[CH:11]=[CH:10][C:5]([C:6]([O:8][CH3:9])=[O:7])=[CH:4][CH:3]=1.Cl[C:13]1[CH:18]=[N:17][CH:16]=[CH:15][N:14]=1. The catalyst is CCOC(C)=O. The product is [N:14]1[CH:15]=[CH:16][N:17]=[CH:18][C:13]=1[NH:1][C:2]1[CH:3]=[CH:4][C:5]([C:6]([O:8][CH3:9])=[O:7])=[CH:10][CH:11]=1. The yield is 0.900. (6) The reactants are [CH3:1][N:2]([CH3:37])[C:3]([C:5]1[CH:10]=[CH:9][C:8]([N:11]([C:30](=[O:36])[CH2:31][C:32]([O:34][CH3:35])=[O:33])[C:12]2[C:13]([C:26](OC)=[O:27])=[N:14][CH:15]=[C:16]([CH2:18][C:19]3[CH:24]=[CH:23][C:22]([F:25])=[CH:21][CH:20]=3)[CH:17]=2)=[CH:7][CH:6]=1)=[O:4].C[O-].[Na+]. The catalyst is CO. The product is [CH3:1][N:2]([CH3:37])[C:3]([C:5]1[CH:10]=[CH:9][C:8]([N:11]2[C:12]3[C:13](=[N:14][CH:15]=[C:16]([CH2:18][C:19]4[CH:24]=[CH:23][C:22]([F:25])=[CH:21][CH:20]=4)[CH:17]=3)[C:26]([OH:27])=[C:31]([C:32]([O:34][CH3:35])=[O:33])[C:30]2=[O:36])=[CH:7][CH:6]=1)=[O:4]. The yield is 0.680. (7) The reactants are [CH2:1]([C@H:3]1[N:12]([C:13](=[O:22])[C:14]2[CH:19]=[CH:18][C:17]([O:20][CH3:21])=[CH:16][CH:15]=2)[C:11]2[C:6](=[CH:7][CH:8]=[C:9]([F:23])[CH:10]=2)[NH:5][C:4]1=[O:24])[CH3:2].C(=O)([O-])[O-].[Cs+].[Cs+].C(=O)([O-])[O-].[K+].[K+].I[CH2:38][CH:39]([CH3:41])[CH3:40]. The catalyst is C(#N)C. The product is [CH2:1]([C@H:3]1[N:12]([C:13](=[O:22])[C:14]2[CH:19]=[CH:18][C:17]([O:20][CH3:21])=[CH:16][CH:15]=2)[C:11]2[C:6](=[CH:7][CH:8]=[C:9]([F:23])[CH:10]=2)[N:5]([CH2:38][CH:39]([CH3:41])[CH3:40])[C:4]1=[O:24])[CH3:2]. The yield is 0.350. (8) The reactants are [CH:1]1[C:14]2[CH:13]=[C:12](B(O)O)[C:11]3[C:6](=[CH:7][CH:8]=[CH:9][CH:10]=3)[C:5]=2[CH:4]=[CH:3][CH:2]=1.Br[C:19]1[CH:20]=[C:21]([C:26]2[N:31]=[C:30]([C:32]3[CH:37]=[CH:36][CH:35]=[CH:34][CH:33]=3)[N:29]=[C:28]([C:38]3[CH:43]=[CH:42][CH:41]=[CH:40][CH:39]=3)[N:27]=2)[CH:22]=[C:23](Br)[CH:24]=1.C([O-])([O-])=O.[K+].[K+].[N:50]1[CH:55]=[CH:54][CH:53]=[CH:52][C:51]=1[C:56]1[CH:61]=[CH:60][C:59](B(O)O)=[CH:58][CH:57]=1. The catalyst is C1C=CC([P]([Pd]([P](C2C=CC=CC=2)(C2C=CC=CC=2)C2C=CC=CC=2)([P](C2C=CC=CC=2)(C2C=CC=CC=2)C2C=CC=CC=2)[P](C2C=CC=CC=2)(C2C=CC=CC=2)C2C=CC=CC=2)(C2C=CC=CC=2)C2C=CC=CC=2)=CC=1.C(O)C.C1(C)C=CC=CC=1. The product is [C:32]1([C:30]2[N:29]=[C:28]([C:38]3[CH:39]=[CH:40][CH:41]=[CH:42][CH:43]=3)[N:27]=[C:26]([C:21]3[CH:20]=[C:19]([C:59]4[CH:58]=[CH:57][C:56]([C:51]5[CH:52]=[CH:53][CH:54]=[CH:55][N:50]=5)=[CH:61][CH:60]=4)[CH:24]=[C:23]([C:13]4[C:14]5[C:5]([C:6]6[CH:7]=[CH:8][CH:9]=[CH:10][C:11]=6[CH:12]=4)=[CH:4][CH:3]=[CH:2][CH:1]=5)[CH:22]=3)[N:31]=2)[CH:37]=[CH:36][CH:35]=[CH:34][CH:33]=1. The yield is 0.640. (9) The reactants are [CH2:1]([O:3][C:4]([C:6]1[NH:7][C:8]2[C:13]([CH:14]=1)=[CH:12][C:11]([OH:15])=[C:10]([CH3:16])[CH:9]=2)=[O:5])[CH3:2].[CH:17]([N:20]1[CH2:25][CH2:24][CH:23](O)[CH2:22][CH2:21]1)([CH3:19])[CH3:18].C1(P(C2C=CC=CC=2)C2C=CC=CC=2)C=CC=CC=1.N(C(OC(C)(C)C)=O)=NC(OC(C)(C)C)=O. The catalyst is O1CCCC1. The product is [CH2:1]([O:3][C:4]([C:6]1[NH:7][C:8]2[C:13]([CH:14]=1)=[CH:12][C:11]([O:15][CH:23]1[CH2:24][CH2:25][N:20]([CH:17]([CH3:19])[CH3:18])[CH2:21][CH2:22]1)=[C:10]([CH3:16])[CH:9]=2)=[O:5])[CH3:2]. The yield is 0.380. (10) The reactants are CCN(C(C)C)C(C)C.[CH3:22][C:21]([O:20][C:18](O[C:18]([O:20][C:21]([CH3:24])([CH3:23])[CH3:22])=[O:19])=[O:19])([CH3:24])[CH3:23].[Br:25][C:26]1[C:34]2[C:29](=[CH:30][C:31]([O:35][Si:36]([C:39]([CH3:42])([CH3:41])[CH3:40])([CH3:38])[CH3:37])=[CH:32][CH:33]=2)[NH:28][C:27]=1[C:43]([O:45][CH3:46])=[O:44]. The catalyst is CN(C1C=CN=CC=1)C.C1COCC1. The product is [Br:25][C:26]1[C:34]2[C:29](=[CH:30][C:31]([O:35][Si:36]([C:39]([CH3:41])([CH3:42])[CH3:40])([CH3:37])[CH3:38])=[CH:32][CH:33]=2)[N:28]([C:18]([O:20][C:21]([CH3:22])([CH3:23])[CH3:24])=[O:19])[C:27]=1[C:43]([O:45][CH3:46])=[O:44]. The yield is 0.940.